From a dataset of Reaction yield outcomes from USPTO patents with 853,638 reactions. Predict the reaction yield, written as a fraction of the theoretical maximum amount of product (1.0 means a 100% yield; for example, 0.34 means a 34% yield). (1) The reactants are [CH:1]1([C:7]([OH:9])=O)[CH2:6][CH2:5][CH2:4][CH2:3][CH2:2]1.Cl.Cl.[NH:12]1[CH2:17][CH2:16][CH2:15][C@@H:14]([NH:18][C:19]2[N:24]=[CH:23][C:22](/[CH:25]=[CH:26]/[C:27]([O:29][CH2:30][CH3:31])=[O:28])=[CH:21][CH:20]=2)[CH2:13]1.C1C=CC2N(O)N=NC=2C=1.CCN=C=NCCCN(C)C. The catalyst is CN(C=O)C. The product is [CH:1]1([C:7]([N:12]2[CH2:17][CH2:16][CH2:15][C@@H:14]([NH:18][C:19]3[N:24]=[CH:23][C:22](/[CH:25]=[CH:26]/[C:27]([O:29][CH2:30][CH3:31])=[O:28])=[CH:21][CH:20]=3)[CH2:13]2)=[O:9])[CH2:2][CH2:3][CH2:4][CH2:5][CH2:6]1. The yield is 0.940. (2) The reactants are [NH:1]1[CH2:5][CH2:4][CH2:3][CH2:2]1.[Cl:6][C:7]1[C:12](Cl)=[CH:11][C:10]([NH2:14])=[C:9]([N+:15]([O-:17])=[O:16])[CH:8]=1. The catalyst is O. The product is [Cl:6][C:7]1[C:12]([N:1]2[CH2:5][CH2:4][CH2:3][CH2:2]2)=[CH:11][C:10]([NH2:14])=[C:9]([N+:15]([O-:17])=[O:16])[CH:8]=1. The yield is 0.990. (3) The reactants are Cl[C:2]1[CH:7]=[C:6]([CH2:8][OH:9])[CH:5]=[CH:4][N:3]=1.[CH3:10][O-:11].[Na+]. No catalyst specified. The product is [CH3:10][O:11][C:2]1[CH:7]=[C:6]([CH2:8][OH:9])[CH:5]=[CH:4][N:3]=1. The yield is 0.600. (4) The catalyst is C1(C)C=CC=CC=1. The product is [C:14]([C:4]1[CH:3]=[C:2]([NH:1][C:27]([NH:26][C:21]2[CH:22]=[CH:23][C:24]([Cl:25])=[C:19]([Cl:18])[CH:20]=2)=[O:28])[NH:6][N:5]=1)([CH3:15])([CH3:16])[CH3:17]. The yield is 0.480. The reactants are [NH2:1][C:2]1[N:6](C(OC(C)(C)C)=O)[N:5]=[C:4]([C:14]([CH3:17])([CH3:16])[CH3:15])[CH:3]=1.[Cl:18][C:19]1[CH:20]=[C:21]([N:26]=[C:27]=[O:28])[CH:22]=[CH:23][C:24]=1[Cl:25]. (5) The reactants are [C:1]([Si:5]([CH3:18])([CH3:17])[O:6][CH:7]([C:10]1[CH:15]=[CH:14][CH:13]=[C:12]([Cl:16])[CH:11]=1)[CH:8]=O)([CH3:4])([CH3:3])[CH3:2].[CH3:19][C:20]([S:23]([NH2:25])=[O:24])([CH3:22])[CH3:21]. The catalyst is ClCCl.S([O-])([O-])(=O)=O.[Cu+2]. The product is [Si:5]([O:6][CH:7]([C:10]1[CH:15]=[CH:14][CH:13]=[C:12]([Cl:16])[CH:11]=1)/[CH:8]=[N:25]/[S:23]([C:20]([CH3:22])([CH3:21])[CH3:19])=[O:24])([C:1]([CH3:4])([CH3:3])[CH3:2])([CH3:18])[CH3:17]. The yield is 0.800. (6) The reactants are [CH3:1][C@H:2]([C:15]([OH:17])=O)[C:3]1[CH:4]=[CH:5][C:6]2[CH:7]=[C:8]([O:13][CH3:14])[CH:9]=[CH:10][C:11]=2[CH:12]=1.[SH:18][CH2:19][CH2:20][CH2:21][CH2:22][OH:23].Cl.CN(C)CCCN=C=NCC. The catalyst is CN(C1C=CN=CC=1)C.ClCCl. The product is [OH:23][CH2:22][CH2:21][CH2:20][CH2:19][S:18][C:15](=[O:17])[C@H:2]([C:3]1[CH:4]=[CH:5][C:6]2[C:11](=[CH:10][CH:9]=[C:8]([O:13][CH3:14])[CH:7]=2)[CH:12]=1)[CH3:1]. The yield is 0.300. (7) The reactants are [OH:1][CH2:2][C:3]1[CH:12]=[CH:11][C:6]([C:7]([O:9][CH3:10])=O)=[CH:5][CH:4]=1.[NH2:13][C@H:14](CO)[CH:15]([CH3:17])[CH3:16]. The catalyst is ClC1C=CC=CC=1. The product is [CH:15]([C@H:14]1[CH2:10][O:9][C:7]([C:6]2[CH:11]=[CH:12][C:3]([CH2:2][OH:1])=[CH:4][CH:5]=2)=[N:13]1)([CH3:17])[CH3:16]. The yield is 0.660. (8) The reactants are [Cl-].O[NH3+:3].[C:4](=[O:7])([O-])[OH:5].[Na+].CS(C)=O.[CH3:13][C:14]([CH3:51])([CH3:50])[CH2:15][O:16][C:17]1[CH:22]=[CH:21][C:20]([C:23]2[C:28](=[O:29])[N:27]([CH2:30][C:31]3[CH:36]=[CH:35][C:34]([C:37]4[C:38]([C:43]#[N:44])=[CH:39][CH:40]=[CH:41][CH:42]=4)=[CH:33][CH:32]=3)[C:26]([CH2:45][CH2:46][CH3:47])=[N:25][C:24]=2[CH2:48][CH3:49])=[CH:19][CH:18]=1. The catalyst is C(OCC)(=O)C. The product is [CH3:51][C:14]([CH3:50])([CH3:13])[CH2:15][O:16][C:17]1[CH:18]=[CH:19][C:20]([C:23]2[C:28](=[O:29])[N:27]([CH2:30][C:31]3[CH:36]=[CH:35][C:34]([C:37]4[CH:42]=[CH:41][CH:40]=[CH:39][C:38]=4[C:43]4[NH:3][C:4](=[O:7])[O:5][N:44]=4)=[CH:33][CH:32]=3)[C:26]([CH2:45][CH2:46][CH3:47])=[N:25][C:24]=2[CH2:48][CH3:49])=[CH:21][CH:22]=1. The yield is 0.650.